The task is: Predict the reaction yield, written as a fraction of the theoretical maximum amount of product (1.0 means a 100% yield; for example, 0.34 means a 34% yield).. This data is from Reaction yield outcomes from USPTO patents with 853,638 reactions. (1) The reactants are [I-].C[S+](C)(C)=O.[CH3:7]C([O-])(C)C.[K+].[CH2:13]([O:20][C:21]1[CH:26]=[CH:25][C:24](/[CH:27]=[CH:28]/[N+:29]([O-:31])=[O:30])=[CH:23][CH:22]=1)[C:14]1[CH:19]=[CH:18][CH:17]=[CH:16][CH:15]=1.O. The catalyst is CS(C)=O. The product is [CH2:13]([O:20][C:21]1[CH:26]=[CH:25][C:24]([C@@H:27]2[CH2:7][C@H:28]2[N+:29]([O-:31])=[O:30])=[CH:23][CH:22]=1)[C:14]1[CH:15]=[CH:16][CH:17]=[CH:18][CH:19]=1. The yield is 0.260. (2) The reactants are I[C:2]1[C:3]([CH3:13])=[CH:4][C:5]([CH3:12])=[C:6]([CH:11]=1)[C:7]([O:9][CH3:10])=[O:8].[CH3:14][N:15](C)C=O. The catalyst is [C-]#N.[C-]#N.[Zn+2].C1C=CC([P]([Pd]([P](C2C=CC=CC=2)(C2C=CC=CC=2)C2C=CC=CC=2)([P](C2C=CC=CC=2)(C2C=CC=CC=2)C2C=CC=CC=2)[P](C2C=CC=CC=2)(C2C=CC=CC=2)C2C=CC=CC=2)(C2C=CC=CC=2)C2C=CC=CC=2)=CC=1. The product is [C:14]([C:2]1[C:3]([CH3:13])=[CH:4][C:5]([CH3:12])=[C:6]([CH:11]=1)[C:7]([O:9][CH3:10])=[O:8])#[N:15]. The yield is 0.930. (3) The reactants are [CH2:1]([O:8][C:9]([N:11]1[CH2:16][CH2:15][CH:14]([NH:17][C:18]2[C:23]([N+:24]([O-])=O)=[CH:22][N:21]=[C:20]3[N:27]([S:30]([C:33]4[CH:38]=[CH:37][CH:36]=[CH:35][CH:34]=4)(=[O:32])=[O:31])[CH:28]=[CH:29][C:19]=23)[CH2:13][CH2:12]1)=[O:10])[C:2]1[CH:7]=[CH:6][CH:5]=[CH:4][CH:3]=1. The catalyst is C(O)(=O)C.[Zn]. The product is [CH2:1]([O:8][C:9]([N:11]1[CH2:12][CH2:13][CH:14]([NH:17][C:18]2[C:23]([NH2:24])=[CH:22][N:21]=[C:20]3[N:27]([S:30]([C:33]4[CH:38]=[CH:37][CH:36]=[CH:35][CH:34]=4)(=[O:32])=[O:31])[CH:28]=[CH:29][C:19]=23)[CH2:15][CH2:16]1)=[O:10])[C:2]1[CH:7]=[CH:6][CH:5]=[CH:4][CH:3]=1. The yield is 0.750.